From a dataset of Forward reaction prediction with 1.9M reactions from USPTO patents (1976-2016). Predict the product of the given reaction. (1) Given the reactants FC(F)(F)S(O[C:7]1[CH:12]=[C:11]([CH3:13])[N:10]=[C:9]2[N:14]([C:17]3[CH:22]=[CH:21][C:20]([O:23][CH3:24])=[CH:19][C:18]=3[CH3:25])[CH2:15][CH2:16][C:8]=12)(=O)=O.CS(O)(=O)=O.[I-:33].[K+], predict the reaction product. The product is: [I:33][CH:16]1[C:8]2[C:9](=[N:10][C:11]([CH3:13])=[CH:12][CH:7]=2)[N:14]([C:17]2[CH:22]=[CH:21][C:20]([O:23][CH3:24])=[CH:19][C:18]=2[CH3:25])[CH2:15]1. (2) The product is: [NH2:1][C:2]1[C:3]2[C:29]([CH2:40][C:39]#[N:43])([CH3:30])[C:28](=[O:31])[NH:27][C:4]=2[N:5]=[C:6]([C:8]2[C:16]3[C:11](=[CH:12][C:13]([Cl:17])=[CH:14][CH:15]=3)[N:10]([CH2:18][CH2:19][C:20]([F:25])([F:26])[C:21]([F:24])([F:23])[F:22])[N:9]=2)[N:7]=1. Given the reactants [NH2:1][C:2]1[C:3]2[CH:29]([CH3:30])[C:28](=[O:31])[N:27](C(OC(C)(C)C)=O)[C:4]=2[N:5]=[C:6]([C:8]2[C:16]3[C:11](=[CH:12][C:13]([Cl:17])=[CH:14][CH:15]=3)[N:10]([CH2:18][CH2:19][C:20]([F:26])([F:25])[C:21]([F:24])([F:23])[F:22])[N:9]=2)[N:7]=1.[C:39]([N:43]=C(N(C)C)N(C)C)(C)(C)[CH3:40].BrCC#N.[NH4+].[Cl-].C(O)(C(F)(F)F)=O, predict the reaction product. (3) Given the reactants [OH:1][C@@H:2]([CH2:11][C:12]1[CH:17]=[CH:16][CH:15]=[CH:14][CH:13]=1)[C:3]([N:5]1[CH2:10][CH2:9][O:8][CH2:7][CH2:6]1)=[O:4].ClN1C(=O)N(Cl)C(=O)N(Cl)C1=O.CC1(C)N([O])C(C)(C)CCC1, predict the reaction product. The product is: [CH:12]1([CH2:11][C@H:2]([OH:1])[C:3]([N:5]2[CH2:6][CH2:7][O:8][CH2:9][CH2:10]2)=[O:4])[CH2:17][CH2:16][CH2:15][CH2:14][CH2:13]1. (4) Given the reactants [N:1]1[C:6]2[CH:7]=[CH:8][NH:9][C:5]=2[C:4](=O)[NH:3][CH:2]=1.O=P(Cl)(Cl)[Cl:13], predict the reaction product. The product is: [Cl:13][C:4]1[C:5]2[NH:9][CH:8]=[CH:7][C:6]=2[N:1]=[CH:2][N:3]=1. (5) Given the reactants [CH3:1][O:2][C:3]1[CH:4]=[C:5]2[C:10](=[CH:11][C:12]=1[O:13][CH3:14])[N:9]=[CH:8][CH:7]=[C:6]2[O:15][C:16]1[CH:22]=[CH:21][C:19]([NH2:20])=[C:18]([CH3:23])[C:17]=1[CH3:24].C1(C)C=CC=CC=1.C(N(CC)CC)C.Cl[C:40](Cl)([O:42]C(=O)OC(Cl)(Cl)Cl)Cl.[CH3:51][N:52]([CH3:62])[C:53]1[CH:54]=[C:55]([CH:59]=[CH:60][CH:61]=1)[CH:56]([OH:58])[CH3:57], predict the reaction product. The product is: [CH3:1][O:2][C:3]1[CH:4]=[C:5]2[C:10](=[CH:11][C:12]=1[O:13][CH3:14])[N:9]=[CH:8][CH:7]=[C:6]2[O:15][C:16]1[CH:22]=[CH:21][C:19]([NH:20][C:40](=[O:42])[O:58][CH:56]([C:55]2[CH:59]=[CH:60][CH:61]=[C:53]([N:52]([CH3:51])[CH3:62])[CH:54]=2)[CH3:57])=[C:18]([CH3:23])[C:17]=1[CH3:24]. (6) Given the reactants [NH2:1][C@@H:2]1[CH2:7][CH2:6][CH2:5][N:4]([C:8]([O:10][C:11]([CH3:14])([CH3:13])[CH3:12])=[O:9])[CH2:3]1.C(=O)([O-])[O-].[Cs+].[Cs+].Br[C:22]1[C:23]([O:29][CH3:30])=[N:24][CH:25]=[C:26]([Br:28])[CH:27]=1.CC(C1C=C(C(C)C)C(C2C=CC=CC=2P(C2CCCCC2)C2CCCCC2)=C(C(C)C)C=1)C, predict the reaction product. The product is: [Br:28][C:26]1[CH:27]=[C:22]([NH:1][C@@H:2]2[CH2:7][CH2:6][CH2:5][N:4]([C:8]([O:10][C:11]([CH3:14])([CH3:13])[CH3:12])=[O:9])[CH2:3]2)[C:23]([O:29][CH3:30])=[N:24][CH:25]=1. (7) Given the reactants [Br:1][C:2]1[CH:7]=[CH:6][C:5]([C:8]2([C:14]3[S:15][CH:16]=[C:17]([C:19](OCC)=[O:20])[N:18]=3)[CH2:13][CH2:12][O:11][CH2:10][CH2:9]2)=[CH:4][CH:3]=1.[Li+].[BH4-].CO, predict the reaction product. The product is: [Br:1][C:2]1[CH:7]=[CH:6][C:5]([C:8]2([C:14]3[S:15][CH:16]=[C:17]([CH2:19][OH:20])[N:18]=3)[CH2:13][CH2:12][O:11][CH2:10][CH2:9]2)=[CH:4][CH:3]=1. (8) Given the reactants [F:1][C:2]1[CH:3]=[C:4]([C:8]2[C:9]([C:19](=O)[CH3:20])=[CH:10][C:11]([CH3:18])=[C:12]3[C:17]=2[N:16]=[CH:15][CH:14]=[CH:13]3)[CH:5]=[CH:6][CH:7]=1.C([O-])(=O)C.[NH4+].C([BH3-])#[N:28].[Na+], predict the reaction product. The product is: [F:1][C:2]1[CH:3]=[C:4]([C:8]2[C:9]([CH:19]([NH2:28])[CH3:20])=[CH:10][C:11]([CH3:18])=[C:12]3[C:17]=2[N:16]=[CH:15][CH:14]=[CH:13]3)[CH:5]=[CH:6][CH:7]=1. (9) Given the reactants [C:1]([CH2:3][C:4]([NH:6][CH2:7][CH2:8][N:9]1[C:13]2[CH:14]=[CH:15][CH:16]=[CH:17][C:12]=2[N:11]=[C:10]1[NH:18][C:19]([C:21]1[S:22][C:23]([C:26]2[CH:27]=[N:28][NH:29][CH:30]=2)=[CH:24][CH:25]=1)=[O:20])=[O:5])#[N:2].ClCCl.N1CCCCC1.[CH3:40][CH:41]([CH3:44])[CH:42]=O, predict the reaction product. The product is: [C:1]([C:3](=[CH:40][CH:41]([CH3:44])[CH3:42])[C:4]([NH:6][CH2:7][CH2:8][N:9]1[C:13]2[CH:14]=[CH:15][CH:16]=[CH:17][C:12]=2[N:11]=[C:10]1[NH:18][C:19]([C:21]1[S:22][C:23]([C:26]2[CH:30]=[N:29][NH:28][CH:27]=2)=[CH:24][CH:25]=1)=[O:20])=[O:5])#[N:2].